From a dataset of Forward reaction prediction with 1.9M reactions from USPTO patents (1976-2016). Predict the product of the given reaction. (1) Given the reactants [CH:1]([C@H:3]1[CH2:8][CH2:7][C@H:6]([C:9]([OH:11])=[O:10])[CH2:5][CH2:4]1)=[CH2:2].[CH3:12][Si](Cl)(C)C, predict the reaction product. The product is: [CH:1]([C@H:3]1[CH2:8][CH2:7][C@H:6]([C:9]([O:11][CH3:12])=[O:10])[CH2:5][CH2:4]1)=[CH2:2]. (2) The product is: [CH2:31]([O:30][C@H:11]1[C@H:12]([O:22][CH2:23][C:24]2[CH:29]=[CH:28][CH:27]=[CH:26][CH:25]=2)[C@@H:13]([O:14][CH2:15][C:16]2[CH:17]=[CH:18][CH:19]=[CH:20][CH:21]=2)[C@H:8]([C:63]2[CH:64]=[C:65]([CH2:73][C:74]3[CH:79]=[CH:78][C:77]([O:80][CH2:81][CH3:82])=[CH:76][CH:75]=3)[C:66]([Cl:72])=[C:67]([O:68][CH2:69][CH:70]=[CH2:71])[C:62]=2[O:61][CH2:58][CH:59]=[CH2:60])[O:9][C@@H:10]1[CH2:38][O:39][CH2:40][C:41]1[CH:42]=[CH:43][CH:44]=[CH:45][CH:46]=1)[C:32]1[CH:33]=[CH:34][CH:35]=[CH:36][CH:37]=1. Given the reactants BrC1C([C@H:8]2[C@H:13]([O:14][CH2:15][C:16]3[CH:21]=[CH:20][CH:19]=[CH:18][CH:17]=3)[C@@H:12]([O:22][CH2:23][C:24]3[CH:29]=[CH:28][CH:27]=[CH:26][CH:25]=3)[C@H:11]([O:30][CH2:31][C:32]3[CH:37]=[CH:36][CH:35]=[CH:34][CH:33]=3)[C@@H:10]([CH2:38][O:39][CH2:40][C:41]3[CH:46]=[CH:45][CH:44]=[CH:43][CH:42]=3)[O:9]2)=CC(CC2C=CC(CC)=CC=2)=C(Cl)C=1O.[CH2:58]([O:61][C:62]1[C:67]([O:68][CH2:69][CH:70]=[CH2:71])=[C:66]([Cl:72])[C:65]([CH2:73][C:74]2[CH:79]=[CH:78][C:77]([O:80][CH2:81][CH3:82])=[CH:76][CH:75]=2)=[CH:64][C:63]=1Br)[CH:59]=[CH2:60], predict the reaction product. (3) Given the reactants [OH:1][C:2](C(F)(F)F)=O.[NH2:8][C@@H:9]1[C@@H:14]([OH:15])[C@H:13]([CH2:16][C:17]2[CH:22]=[C:21]([O:23][C@@:24]([CH3:31])(OC)[C:25]([F:28])([F:27])[F:26])[C:20]([N+:32]([O-:34])=[O:33])=[C:19]([F:35])[CH:18]=2)[CH2:12][S@:11](=[O:36])[CH2:10]1.[C:37]([C:41]1[CH:42]=[C:43]([CH:46]=[CH:47][CH:48]=1)[CH:44]=O)([CH3:40])([CH3:39])[CH3:38], predict the reaction product. The product is: [C:37]([C:41]1[CH:42]=[C:43]([CH:46]=[CH:47][CH:48]=1)[CH2:44][NH:8][C@@H:9]1[C@@H:14]([OH:15])[C@H:13]([CH2:16][C:17]2[CH:22]=[C:21]([O:23][C@H:24]([CH2:31][O:1][CH3:2])[C:25]([F:26])([F:28])[F:27])[C:20]([N+:32]([O-:34])=[O:33])=[C:19]([F:35])[CH:18]=2)[CH2:12][S@:11](=[O:36])[CH2:10]1)([CH3:40])([CH3:39])[CH3:38]. (4) Given the reactants [Br:1][C:2]1[CH:3]=[C:4]([CH:12](C#N)[C:13]([O:15]CC)=[O:14])[CH:5]=[C:6]([C:8]([F:11])([F:10])[F:9])[CH:7]=1.[OH-].[Na+].Cl, predict the reaction product. The product is: [Br:1][C:2]1[CH:3]=[C:4]([CH2:12][C:13]([OH:15])=[O:14])[CH:5]=[C:6]([C:8]([F:11])([F:10])[F:9])[CH:7]=1. (5) Given the reactants [CH:1]1([CH:7]2[CH2:19][C:18]3[C:17]4[C:12](=[CH:13][CH:14]=[C:15]([C:20]([N:22]5[CH2:27][CH2:26][CH:25]([CH3:28])[CH2:24][CH2:23]5)=[O:21])[CH:16]=4)[NH:11][C:10]=3[CH2:9][CH2:8]2)[CH2:6][CH2:5][CH2:4][CH2:3][CH2:2]1.[H-].[Na+].[CH3:31][S:32](Cl)(=[O:34])=[O:33], predict the reaction product. The product is: [CH:1]1([CH:7]2[CH2:19][C:18]3[C:17]4[C:12](=[CH:13][CH:14]=[C:15]([C:20]([N:22]5[CH2:27][CH2:26][CH:25]([CH3:28])[CH2:24][CH2:23]5)=[O:21])[CH:16]=4)[N:11]([S:32]([CH3:31])(=[O:34])=[O:33])[C:10]=3[CH2:9][CH2:8]2)[CH2:2][CH2:3][CH2:4][CH2:5][CH2:6]1. (6) Given the reactants C([NH:4][C:5]1[C:13]([N+:14]([O-:16])=[O:15])=[CH:12][C:8]([C:9]([OH:11])=[O:10])=[C:7]([F:17])[CH:6]=1)(=O)C.Cl, predict the reaction product. The product is: [NH2:4][C:5]1[C:13]([N+:14]([O-:16])=[O:15])=[CH:12][C:8]([C:9]([OH:11])=[O:10])=[C:7]([F:17])[CH:6]=1.